Task: Predict the product of the given reaction.. Dataset: Forward reaction prediction with 1.9M reactions from USPTO patents (1976-2016) The product is: [CH2:1]([S:3][C:4]1[CH:23]=[C:22]([C:24]([F:26])([F:25])[F:27])[CH:21]=[CH:20][C:5]=1[C:6]1[O:7][C:57]2[CH:58]=[CH:59][C:60]([C:24]([F:27])([F:26])[F:25])=[CH:61][C:62]=2[N:8]=1)[CH3:2]. Given the reactants [CH2:1]([S:3][C:4]1[CH:23]=[C:22]([C:24]([F:27])([F:26])[F:25])[CH:21]=[CH:20][C:5]=1[C:6]([NH:8]C1C=C(C(F)(F)F)C=CC=1O)=[O:7])[CH3:2].COCCOC(/N=N\C(OCCOC)=O)=O.[C:57]1(P([C:57]2[CH:62]=[CH:61][CH:60]=[CH:59][CH:58]=2)[C:57]2[CH:62]=[CH:61][CH:60]=[CH:59][CH:58]=2)[CH:62]=[CH:61][CH:60]=[CH:59][CH:58]=1.C1COCC1, predict the reaction product.